From a dataset of Reaction yield outcomes from USPTO patents with 853,638 reactions. Predict the reaction yield, written as a fraction of the theoretical maximum amount of product (1.0 means a 100% yield; for example, 0.34 means a 34% yield). (1) The reactants are C(OC([N:8]1[CH2:13][CH2:12][CH:11]([N:14]([C:25]2[CH:29]=[C:28]([C:30]3[CH:35]=[CH:34][CH:33]=[CH:32][CH:31]=3)[S:27][C:26]=2[C:36]([OH:38])=[O:37])[C:15](=[O:24])[C:16]2[CH:21]=[CH:20][C:19]([Cl:22])=[CH:18][C:17]=2[Cl:23])[CH2:10][CH2:9]1)=O)(C)(C)C.Cl. The catalyst is O1CCOCC1. The product is [Cl:23][C:17]1[CH:18]=[C:19]([Cl:22])[CH:20]=[CH:21][C:16]=1[C:15]([N:14]([CH:11]1[CH2:12][CH2:13][NH:8][CH2:9][CH2:10]1)[C:25]1[CH:29]=[C:28]([C:30]2[CH:31]=[CH:32][CH:33]=[CH:34][CH:35]=2)[S:27][C:26]=1[C:36]([OH:38])=[O:37])=[O:24]. The yield is 1.00. (2) The reactants are C[O:2][C:3]([C:5]1([C:8]2[CH:9]=[CH:10][C:11]3[O:15][CH2:14][C:13]([CH3:17])([CH3:16])[C:12]=3[CH:18]=2)[CH2:7][CH2:6]1)=[O:4].[Li+].[OH-].Cl. The catalyst is CO. The product is [CH3:16][C:13]1([CH3:17])[C:12]2[CH:18]=[C:8]([C:5]3([C:3]([OH:4])=[O:2])[CH2:6][CH2:7]3)[CH:9]=[CH:10][C:11]=2[O:15][CH2:14]1. The yield is 0.410.